Dataset: Reaction yield outcomes from USPTO patents with 853,638 reactions. Task: Predict the reaction yield, written as a fraction of the theoretical maximum amount of product (1.0 means a 100% yield; for example, 0.34 means a 34% yield). (1) The reactants are [F:1][C:2]([F:19])([F:18])[C:3]([NH:5][C@H:6]1[CH2:15][CH2:14][C:13]2[C:8](=[C:9]([O:16][CH3:17])[CH:10]=[CH:11][CH:12]=2)[CH2:7]1)=[O:4].C([O-])(=O)C.[Na+].[Br:25]Br. The catalyst is C(O)(=O)C. The product is [Br:25][C:12]1[CH:11]=[CH:10][C:9]([O:16][CH3:17])=[C:8]2[C:13]=1[CH2:14][CH2:15][C@H:6]([NH:5][C:3](=[O:4])[C:2]([F:18])([F:19])[F:1])[CH2:7]2. The yield is 0.860. (2) The reactants are [OH:1][C:2]1[CH:11]=[C:10]2[C:5]([C:6](=[O:12])[CH2:7][CH2:8][NH:9]2)=[CH:4][CH:3]=1.[N:13]1([CH2:18][CH2:19]O)[CH:17]=[CH:16][N:15]=[CH:14]1.C1(P(C2C=CC=CC=2)C2C=CC=CC=2)C=CC=CC=1.N(C(OCC)=O)=NC(OCC)=O. The catalyst is C1COCC1.CCOC(C)=O. The product is [N:13]1([CH2:18][CH2:19][O:1][C:2]2[CH:11]=[C:10]3[C:5]([C:6](=[O:12])[CH2:7][CH2:8][NH:9]3)=[CH:4][CH:3]=2)[CH:17]=[CH:16][N:15]=[CH:14]1. The yield is 0.118. (3) The reactants are O[C:2]1([CH3:10])[CH:9]=[CH:8][CH:7]=[C:4]([CH:5]=[O:6])[CH2:3]1.[C:11]([O-:14])([O-])=O.[K+].[K+].FC1[CH:25]=[CH:24][C:21]([C:22]#[N:23])=[CH:20][CH:19]=1. The catalyst is CN(C=O)C. The product is [CH:5]([C:4]1[CH:7]=[CH:8][C:9]([O:14][C:11]2[CH:25]=[CH:24][C:21]([C:22]#[N:23])=[CH:20][CH:19]=2)=[C:2]([CH3:10])[CH:3]=1)=[O:6]. The yield is 0.520.